From a dataset of Forward reaction prediction with 1.9M reactions from USPTO patents (1976-2016). Predict the product of the given reaction. (1) Given the reactants [OH-].[K+:2].[OH:3][CH2:4][C:5]1[N:10]=[CH:9][C:8]([C:11]([O:13]CC)=[O:12])=[CH:7][CH:6]=1, predict the reaction product. The product is: [OH:3][CH2:4][C:5]1[N:10]=[CH:9][C:8]([C:11]([O-:13])=[O:12])=[CH:7][CH:6]=1.[K+:2]. (2) Given the reactants [N:1]([CH2:4][C@@H:5]([NH:14][C:15](=[O:21])[O:16][C:17]([CH3:20])([CH3:19])[CH3:18])[CH2:6][C@H:7]([CH2:12][OH:13])[CH2:8][CH2:9][CH2:10]Cl)=[N+:2]=[N-:3].[CH3:22]OS(OC)(=O)=O, predict the reaction product. The product is: [N:1]([CH2:4][C@@H:5]([N:14]([CH3:22])[C:15](=[O:21])[O:16][C:17]([CH3:20])([CH3:19])[CH3:18])[CH2:6][C@H:7]1[CH2:8][CH2:9][CH2:10][O:13][CH2:12]1)=[N+:2]=[N-:3]. (3) Given the reactants [CH2:1]([O:8][C:9](=[O:20])[NH:10][C:11]1[S:12][C:13](I)=[CH:14][C:15]=1[C:16]([NH2:18])=[O:17])[C:2]1[CH:7]=[CH:6][CH:5]=[CH:4][CH:3]=1.[F:21][C:22]1[CH:27]=[C:26]([F:28])[CH:25]=[CH:24][C:23]=1B(O)O.C(=O)([O-])[O-].[Na+].[Na+], predict the reaction product. The product is: [CH2:1]([O:8][C:9](=[O:20])[NH:10][C:11]1[S:12][C:13]([C:25]2[CH:24]=[CH:23][C:22]([F:21])=[CH:27][C:26]=2[F:28])=[CH:14][C:15]=1[C:16]([NH2:18])=[O:17])[C:2]1[CH:7]=[CH:6][CH:5]=[CH:4][CH:3]=1. (4) The product is: [Cl:18][C:12]1[N:13]=[N:14][C:9]([C:3]2[C:2]([CH3:1])=[CH:7][CH:6]=[CH:5][C:4]=2[CH3:8])=[CH:10][CH:11]=1. Given the reactants [CH3:1][C:2]1[CH:7]=[CH:6][CH:5]=[C:4]([CH3:8])[C:3]=1[C:9]1[N:14]=[N:13][C:12](O)=[CH:11][CH:10]=1.O=P(Cl)(Cl)[Cl:18], predict the reaction product. (5) The product is: [NH2:42][C:41]1[C:36]2[C:35](=[CH:40][CH:39]=[CH:38][CH:37]=2)[NH:34][C:28](=[O:30])[C:27]=1[C:25]1[NH:24][C:22]2=[N:23][C:18]([N:15]3[CH2:16][CH2:17][CH:13]([N:12]([CH3:11])[CH3:33])[CH2:14]3)=[CH:19][CH:20]=[C:21]2[N:26]=1. Given the reactants [Li+].C[Si]([N-][Si](C)(C)C)(C)C.[CH3:11][N:12]([CH3:33])[CH:13]1[CH2:17][CH2:16][N:15]([C:18]2[N:23]=[C:22]3[NH:24][C:25]([CH2:27][C:28]([O:30]CC)=O)=[N:26][C:21]3=[CH:20][CH:19]=2)[CH2:14]1.[NH2:34][C:35]1[CH:40]=[CH:39][CH:38]=[CH:37][C:36]=1[C:41]#[N:42], predict the reaction product. (6) Given the reactants [Cl:1][C:2]1[CH:3]=[C:4]([NH:9][S:10]([C:13]2[CH:18]=[CH:17][CH:16]=[CH:15][CH:14]=2)(=[O:12])=[O:11])[CH:5]=[CH:6][C:7]=1[Cl:8].[H-].[Na+].[CH2:21]([O:23][P:24]([C:29]([C:32]1[CH:37]=[CH:36][C:35]([CH2:38]Br)=[CH:34][C:33]=1[Br:40])([F:31])[F:30])(=[O:28])[O:25][CH2:26][CH3:27])[CH3:22], predict the reaction product. The product is: [CH2:26]([O:25][P:24]([C:29]([C:32]1[CH:37]=[CH:36][C:35]([CH2:38][N:9]([S:10]([C:13]2[CH:18]=[CH:17][CH:16]=[CH:15][CH:14]=2)(=[O:12])=[O:11])[C:4]2[CH:5]=[CH:6][C:7]([Cl:8])=[C:2]([Cl:1])[CH:3]=2)=[CH:34][C:33]=1[Br:40])([F:31])[F:30])(=[O:28])[O:23][CH2:21][CH3:22])[CH3:27]. (7) Given the reactants Cl[C:2]1[C:3]([C:15]([O:17][CH3:18])=[O:16])=[N:4][N:5]([C:9]2[CH:14]=[CH:13][CH:12]=[CH:11][CH:10]=2)[C:6](=[O:8])[CH:7]=1.O.O.O.[C:22]1([O-:28])[CH:27]=[CH:26][CH:25]=[CH:24][CH:23]=1.[Na+], predict the reaction product. The product is: [O:8]=[C:6]1[N:5]([C:9]2[CH:14]=[CH:13][CH:12]=[CH:11][CH:10]=2)[N:4]=[C:3]([C:15]([O:17][CH3:18])=[O:16])[C:2]([O:28][C:22]2[CH:27]=[CH:26][CH:25]=[CH:24][CH:23]=2)=[CH:7]1. (8) Given the reactants [O-:1][CH2:2][CH3:3].[Na+].CN([CH:8]=[O:9])C.Br[CH2:11][C:12]1[O:13][C:14]2[CH:20]=[CH:19][C:18]([O:21][CH3:22])=[CH:17][C:15]=2[CH:16]=1.[H-].[H-].[H-].[H-].[Li+].[Al+3], predict the reaction product. The product is: [CH3:22][O:21][C:18]1[CH:19]=[CH:20][C:14]2[O:13][C:12]([CH2:11][O:1][C:2]3[CH:15]=[CH:16][C:12]([CH2:8][OH:9])=[CH:11][CH:3]=3)=[CH:16][C:15]=2[CH:17]=1. (9) Given the reactants [Cl:1][C:2]1[CH:3]=[CH:4][C:5]([C:37]#[N:38])=[C:6]([C:8]2[C:13]([O:14][CH3:15])=[CH:12][N:11]([CH:16]([CH2:34][CH3:35])[C:17]([NH:19][C:20]3[CH:21]=[C:22]4[C:26](=[CH:27][CH:28]=3)[NH:25][C:24]([C:29]([O:31]CC)=[O:30])=[CH:23]4)=[O:18])[C:10](=[O:36])[CH:9]=2)[CH:7]=1.[OH-].[Li+], predict the reaction product. The product is: [Cl:1][C:2]1[CH:3]=[CH:4][C:5]([C:37]#[N:38])=[C:6]([C:8]2[C:13]([O:14][CH3:15])=[CH:12][N:11]([CH:16]([CH2:34][CH3:35])[C:17]([NH:19][C:20]3[CH:21]=[C:22]4[C:26](=[CH:27][CH:28]=3)[NH:25][C:24]([C:29]([OH:31])=[O:30])=[CH:23]4)=[O:18])[C:10](=[O:36])[CH:9]=2)[CH:7]=1.